Dataset: Full USPTO retrosynthesis dataset with 1.9M reactions from patents (1976-2016). Task: Predict the reactants needed to synthesize the given product. (1) Given the product [O:11]1[C:12]2[CH:18]=[CH:17][CH:16]=[CH:15][C:13]=2[N:14]=[C:10]1[N:9]([C:4]1[CH:5]=[CH:6][CH:7]=[CH:8][N:3]=1)[CH2:28][CH2:27][CH2:26][CH2:25][CH2:24][CH2:23][C:22]([O:21][CH2:19][CH3:20])=[O:30], predict the reactants needed to synthesize it. The reactants are: [H-].[Na+].[N:3]1[CH:8]=[CH:7][CH:6]=[CH:5][C:4]=1[NH:9][C:10]1[O:11][C:12]2[CH:18]=[CH:17][CH:16]=[CH:15][C:13]=2[N:14]=1.[CH2:19]([O:21][C:22](=[O:30])[CH2:23][CH2:24][CH2:25][CH2:26][CH2:27][CH2:28]I)[CH3:20].O. (2) Given the product [N:43]([C:20]([C:13]1[CH:14]=[CH:15][C:16]2[C:17]3[N:18]=[CH:19][C:7]([C:6]4[N:5]([CH3:38])[N:4]=[N:3][C:2]=4[CH3:1])=[CH:8][C:9]=3[N:10]([C@H:25]([C:26]3[CH:31]=[CH:30][CH:29]=[CH:28][CH:27]=3)[CH:32]3[CH2:33][CH2:34][O:35][CH2:36][CH2:37]3)[C:11]=2[C:12]=1[F:24])([CH3:22])[CH3:21])=[N+:44]=[N-:45], predict the reactants needed to synthesize it. The reactants are: [CH3:1][C:2]1[N:3]=[N:4][N:5]([CH3:38])[C:6]=1[C:7]1[CH:19]=[N:18][C:17]2[C:16]3[CH:15]=[CH:14][C:13]([C:20](O)([CH3:22])[CH3:21])=[C:12]([F:24])[C:11]=3[N:10]([CH:25]([CH:32]3[CH2:37][CH2:36][O:35][CH2:34][CH2:33]3)[C:26]3[CH:31]=[CH:30][CH:29]=[CH:28][CH:27]=3)[C:9]=2[CH:8]=1.C[Si]([N:43]=[N+:44]=[N-:45])(C)C.B(F)(F)F.CCOCC. (3) The reactants are: [CH3:1][C@H:2]1[N:7]([C:8]([O:10][C:11]([CH3:14])([CH3:13])[CH3:12])=[O:9])[CH2:6][C@H:5]([C:15](OC)=[O:16])[CH2:4][CH2:3]1.CC(C[AlH]CC(C)C)C. Given the product [OH:16][CH2:15][C@H:5]1[CH2:6][N:7]([C:8]([O:10][C:11]([CH3:14])([CH3:13])[CH3:12])=[O:9])[C@H:2]([CH3:1])[CH2:3][CH2:4]1, predict the reactants needed to synthesize it. (4) Given the product [CH3:1][O:2][C:3]1[C:8]([CH3:9])=[CH:7][C:6]([C:10]2[C:11]3[N:23]=[C:26]([CH3:28])[C:25](=[O:29])[N:16]([C@@H:17]([CH2:20][O:21][CH3:22])[CH2:18][CH3:19])[C:12]=3[N:13]=[CH:14][N:15]=2)=[C:5]([CH3:24])[CH:4]=1, predict the reactants needed to synthesize it. The reactants are: [CH3:1][O:2][C:3]1[C:8]([CH3:9])=[CH:7][C:6]([C:10]2[N:15]=[CH:14][N:13]=[C:12]([NH:16][C@@H:17]([CH2:20][O:21][CH3:22])[CH2:18][CH3:19])[C:11]=2[NH2:23])=[C:5]([CH3:24])[CH:4]=1.[C:25](OCC)(=[O:29])[C:26]([CH3:28])=O. (5) Given the product [F:19][C:16]1([F:18])[CH2:17][CH:14]([CH2:13][CH:9]([NH:8][C:6](=[O:7])[O:5][CH2:4][CH2:3][Si:2]([CH3:20])([CH3:1])[CH3:21])[CH2:10][OH:11])[CH2:15]1, predict the reactants needed to synthesize it. The reactants are: [CH3:1][Si:2]([CH3:21])([CH3:20])[CH2:3][CH2:4][O:5][C:6]([NH:8][CH:9]([CH2:13][CH:14]1[CH2:17][C:16]([F:19])([F:18])[CH2:15]1)[C:10](O)=[O:11])=[O:7].CN1CCOCC1.ClC(OCC(C)C)=O.ClC([O-])=O.[BH4-].[Na+]. (6) Given the product [CH3:1][C:2]1[CH:11]=[CH:10][C:5]([C:6]([OH:8])=[O:7])=[CH:4][C:3]=1[C:12]#[C:13][C:14]1[CH:19]=[CH:18][CH:17]=[CH:16][N:15]=1, predict the reactants needed to synthesize it. The reactants are: [CH3:1][C:2]1[CH:11]=[CH:10][C:5]([C:6]([O:8]C)=[O:7])=[CH:4][C:3]=1[C:12]#[C:13][C:14]1[CH:19]=[CH:18][CH:17]=[CH:16][N:15]=1.O.[OH-].[Li+].